Dataset: Forward reaction prediction with 1.9M reactions from USPTO patents (1976-2016). Task: Predict the product of the given reaction. Given the reactants [C:1]([O:5][C:6]([N:8]1[CH2:13][CH2:12][CH:11]([O:14][C:15]2[CH:20]=[CH:19][C:18]([N+:21]([O-:23])=[O:22])=[CH:17][C:16]=2[C:24]([OH:26])=O)[CH2:10][CH2:9]1)=[O:7])([CH3:4])([CH3:3])[CH3:2].ClC(OCC(C)C)=O.C([N:37](CC)CC)C.N, predict the reaction product. The product is: [C:1]([O:5][C:6]([N:8]1[CH2:13][CH2:12][CH:11]([O:14][C:15]2[CH:20]=[CH:19][C:18]([N+:21]([O-:23])=[O:22])=[CH:17][C:16]=2[C:24](=[O:26])[NH2:37])[CH2:10][CH2:9]1)=[O:7])([CH3:2])([CH3:4])[CH3:3].